This data is from Forward reaction prediction with 1.9M reactions from USPTO patents (1976-2016). The task is: Predict the product of the given reaction. (1) Given the reactants N1[C:5](=O)[CH2:4][CH2:3][C@@H:2]1[C:7](O)=O.[NH2:10][C@@H:11]1[CH2:17][CH2:16][C:15]2[CH:18]=[CH:19][CH:20]=[CH:21][C:14]=2[NH:13][C:12]1=[O:22].[H-].[Na+].[F:25][C:26]([F:37])([F:36])[CH2:27]OS(C(F)(F)F)(=O)=O, predict the reaction product. The product is: [F:25][C:26]([F:37])([F:36])[CH2:27][N:13]1[C:14]2[CH:21]=[CH:20][CH:19]=[CH:18][C:15]=2[CH2:16][CH2:17][C@@H:11]([NH:10][C:2]([C:7]2[CH:5]=[CH:4][CH:3]=[CH:2][CH:7]=2)([C:21]2[CH:14]=[CH:15][CH:18]=[CH:19][CH:20]=2)[C:3]2[CH:12]=[CH:11][CH:17]=[CH:5][CH:4]=2)[C:12]1=[O:22]. (2) Given the reactants Cl.[C:2]1([C:8]2[O:9][C:10]([C:17]([NH:19][C:20]3[CH:21]=[N:22][C:23]([N:26]4[CH2:31][CH2:30][NH:29][CH2:28][CH2:27]4)=[CH:24][CH:25]=3)=[O:18])=[C:11]([C:13]([F:16])([F:15])[F:14])[N:12]=2)[CH:7]=[CH:6][CH:5]=[CH:4][CH:3]=1.[CH3:32][CH:33]([C@H:35]([OH:39])[C:36](O)=[O:37])[CH3:34].C(N(C(C)C)CC)(C)C.CN(C(ON1N=NC2C=CC=NC1=2)=[N+](C)C)C.F[P-](F)(F)(F)(F)F, predict the reaction product. The product is: [OH:39][C@@H:35]([CH:33]([CH3:34])[CH3:32])[C:36]([N:29]1[CH2:30][CH2:31][N:26]([C:23]2[N:22]=[CH:21][C:20]([NH:19][C:17]([C:10]3[O:9][C:8]([C:2]4[CH:7]=[CH:6][CH:5]=[CH:4][CH:3]=4)=[N:12][C:11]=3[C:13]([F:14])([F:15])[F:16])=[O:18])=[CH:25][CH:24]=2)[CH2:27][CH2:28]1)=[O:37]. (3) Given the reactants [C:1]([O:5][C:6]([NH:8][C@@H:9]([CH2:14][C:15]1[CH:20]=[CH:19][C:18]([F:21])=[C:17]([Cl:22])[CH:16]=1)[C:10]([O:12]C)=[O:11])=[O:7])([CH3:4])([CH3:3])[CH3:2].O.[Li+].[OH-], predict the reaction product. The product is: [C:1]([O:5][C:6]([NH:8][C@@H:9]([CH2:14][C:15]1[CH:20]=[CH:19][C:18]([F:21])=[C:17]([Cl:22])[CH:16]=1)[C:10]([OH:12])=[O:11])=[O:7])([CH3:4])([CH3:2])[CH3:3]. (4) The product is: [CH3:1][N:2]([CH3:16])[C:3]1([C:10]2[CH:15]=[CH:14][CH:13]=[CH:12][CH:11]=2)[CH2:8][CH2:7][C:6](=[CH:25][C:26]#[N:27])[CH2:5][CH2:4]1. Given the reactants [CH3:1][N:2]([CH3:16])[C:3]1([C:10]2[CH:15]=[CH:14][CH:13]=[CH:12][CH:11]=2)[CH2:8][CH2:7][C:6](=O)[CH2:5][CH2:4]1.C(OP([CH2:25][C:26]#[N:27])(=O)OCC)C.[OH-].[Na+], predict the reaction product. (5) Given the reactants [F:1][C:2]1[C:8]([F:9])=[CH:7][CH:6]=[CH:5][C:3]=1[NH2:4].[Br:10]Br, predict the reaction product. The product is: [Br:10][C:7]1[CH:6]=[CH:5][C:3]([NH2:4])=[C:2]([F:1])[C:8]=1[F:9]. (6) Given the reactants [C:1]([O:5][C:6]([NH:8][CH:9]1[CH2:14][CH2:13][CH:12]([N:15]2[C:20](=[O:21])[C:19]3[CH:22]=[C:23]([F:26])[CH:24]=[N:25][C:18]=3[N:17]([C:27]3[CH:32]=[CH:31][CH:30]=[C:29](I)[CH:28]=3)[C:16]2=[O:34])[CH2:11][CH2:10]1)=[O:7])([CH3:4])([CH3:3])[CH3:2].[N:35]1[CH:40]=[CH:39][CH:38]=[C:37]([C:41]#[CH:42])[CH:36]=1.C(N(CC)CC)C.O, predict the reaction product. The product is: [C:1]([O:5][C:6]([NH:8][CH:9]1[CH2:14][CH2:13][CH:12]([N:15]2[C:20](=[O:21])[C:19]3[CH:22]=[C:23]([F:26])[CH:24]=[N:25][C:18]=3[N:17]([C:27]3[CH:32]=[CH:31][CH:30]=[C:29]([C:42]#[C:41][C:37]4[CH:36]=[N:35][CH:40]=[CH:39][CH:38]=4)[CH:28]=3)[C:16]2=[O:34])[CH2:11][CH2:10]1)=[O:7])([CH3:4])([CH3:3])[CH3:2]. (7) Given the reactants C([NH:4][C:5]1[CH:6]=[C:7]([N:11]2[C:16](=[O:17])[C:15]([CH2:18][C:19]3[CH:20]=[N:21][CH:22]=[CH:23][CH:24]=3)=[N:14][C:13]3[CH:25]=[CH:26][CH:27]=[N:28][C:12]2=3)[CH:8]=[CH:9][CH:10]=1)(=O)C.C(=O)(O)[O-].[Na+], predict the reaction product. The product is: [NH2:4][C:5]1[CH:6]=[C:7]([N:11]2[C:16](=[O:17])[C:15]([CH2:18][C:19]3[CH:20]=[N:21][CH:22]=[CH:23][CH:24]=3)=[N:14][C:13]3[CH:25]=[CH:26][CH:27]=[N:28][C:12]2=3)[CH:8]=[CH:9][CH:10]=1. (8) The product is: [F:39][C:36]([F:37])([F:38])[C:34]1[CH:35]=[C:30]([C@H:27]2[O:26][C:25](=[O:44])[N:24]([CH2:23][C:14]3[CH:15]=[C:16]([C:19]([F:22])([F:21])[F:20])[CH:17]=[CH:18][C:13]=3[C:11]3[CH:12]=[C:7]([C:4]([CH3:5])=[CH2:1])[C:8]([F:47])=[CH:9][C:10]=3[O:45][CH3:46])[C@H:28]2[CH3:29])[CH:31]=[C:32]([C:40]([F:43])([F:42])[F:41])[CH:33]=1. Given the reactants [CH3:1][Mg]I.[C:4]([C:7]1[C:8]([F:47])=[CH:9][C:10]([O:45][CH3:46])=[C:11]([C:13]2[CH:18]=[CH:17][C:16]([C:19]([F:22])([F:21])[F:20])=[CH:15][C:14]=2[CH2:23][N:24]2[C@@H:28]([CH3:29])[C@@H:27]([C:30]3[CH:35]=[C:34]([C:36]([F:39])([F:38])[F:37])[CH:33]=[C:32]([C:40]([F:43])([F:42])[F:41])[CH:31]=3)[O:26][C:25]2=[O:44])[CH:12]=1)(=O)[CH3:5], predict the reaction product. (9) Given the reactants [NH2:1][C:2]1[CH:9]=[CH:8][CH:7]=[C:6]([CH3:10])[C:3]=1[C:4]#[N:5].[C:11]([N:19]=[C:20]=[O:21])(=[O:18])[C:12]1[CH:17]=[CH:16][CH:15]=[CH:14][CH:13]=1, predict the reaction product. The product is: [C:4]([C:3]1[C:6]([CH3:10])=[CH:7][CH:8]=[CH:9][C:2]=1[NH:1][C:20]([NH:19][C:11](=[O:18])[C:12]1[CH:13]=[CH:14][CH:15]=[CH:16][CH:17]=1)=[O:21])#[N:5].